Dataset: NCI-60 drug combinations with 297,098 pairs across 59 cell lines. Task: Regression. Given two drug SMILES strings and cell line genomic features, predict the synergy score measuring deviation from expected non-interaction effect. Drug 1: C1CC(=O)NC(=O)C1N2CC3=C(C2=O)C=CC=C3N. Drug 2: COCCOC1=C(C=C2C(=C1)C(=NC=N2)NC3=CC=CC(=C3)C#C)OCCOC.Cl. Cell line: NCI-H322M. Synergy scores: CSS=28.7, Synergy_ZIP=4.33, Synergy_Bliss=4.82, Synergy_Loewe=-13.8, Synergy_HSA=5.90.